Dataset: Peptide-MHC class II binding affinity with 134,281 pairs from IEDB. Task: Regression. Given a peptide amino acid sequence and an MHC pseudo amino acid sequence, predict their binding affinity value. This is MHC class II binding data. (1) The peptide sequence is AFKIAATAANAAPTN. The MHC is DRB1_0301 with pseudo-sequence DRB1_0301. The binding affinity (normalized) is 0.266. (2) The peptide sequence is VVAVDIKEKGKDKWI. The MHC is HLA-DPA10201-DPB11401 with pseudo-sequence HLA-DPA10201-DPB11401. The binding affinity (normalized) is 0.216. (3) The peptide sequence is IGKLFTQTMKGVERL. The MHC is HLA-DQA10501-DQB10402 with pseudo-sequence HLA-DQA10501-DQB10402. The binding affinity (normalized) is 0.366. (4) The peptide sequence is PWMQVPLEVKREACP. The MHC is HLA-DQA10501-DQB10402 with pseudo-sequence HLA-DQA10501-DQB10402. The binding affinity (normalized) is 0.521. (5) The peptide sequence is EGHHLASAAIFGHDG. The MHC is DRB3_0101 with pseudo-sequence DRB3_0101. The binding affinity (normalized) is 0.345. (6) The peptide sequence is WIALKESWGAIWRID. The MHC is DRB1_1101 with pseudo-sequence DRB1_1101. The binding affinity (normalized) is 0.630.